From a dataset of Catalyst prediction with 721,799 reactions and 888 catalyst types from USPTO. Predict which catalyst facilitates the given reaction. Reactant: [N+:1]([C:4]1[CH:5]=[C:6]([CH:10]=[C:11]([N:13]2[CH2:17][CH2:16][CH2:15][C:14]2=[O:18])[CH:12]=1)[C:7]([OH:9])=[O:8])([O-])=O. Product: [NH2:1][C:4]1[CH:5]=[C:6]([CH:10]=[C:11]([N:13]2[CH2:17][CH2:16][CH2:15][C:14]2=[O:18])[CH:12]=1)[C:7]([OH:9])=[O:8]. The catalyst class is: 403.